Task: Regression. Given a peptide amino acid sequence and an MHC pseudo amino acid sequence, predict their binding affinity value. This is MHC class I binding data.. Dataset: Peptide-MHC class I binding affinity with 185,985 pairs from IEDB/IMGT (1) The peptide sequence is MLKLRQARL. The MHC is HLA-B35:01 with pseudo-sequence HLA-B35:01. The binding affinity (normalized) is 0.0847. (2) The peptide sequence is FPRYPLNVL. The MHC is HLA-B44:02 with pseudo-sequence HLA-B44:02. The binding affinity (normalized) is 0.0847. (3) The peptide sequence is IYCGFKFAW. The MHC is HLA-B15:17 with pseudo-sequence HLA-B15:17. The binding affinity (normalized) is 0.446. (4) The peptide sequence is YQLEMYHPI. The MHC is BoLA-D18.4 with pseudo-sequence BoLA-D18.4. The binding affinity (normalized) is 0.512.